From a dataset of NCI-60 drug combinations with 297,098 pairs across 59 cell lines. Regression. Given two drug SMILES strings and cell line genomic features, predict the synergy score measuring deviation from expected non-interaction effect. Drug 1: C1=CC(=C2C(=C1NCCNCCO)C(=O)C3=C(C=CC(=C3C2=O)O)O)NCCNCCO. Drug 2: CCC1(CC2CC(C3=C(CCN(C2)C1)C4=CC=CC=C4N3)(C5=C(C=C6C(=C5)C78CCN9C7C(C=CC9)(C(C(C8N6C)(C(=O)OC)O)OC(=O)C)CC)OC)C(=O)OC)O.OS(=O)(=O)O. Cell line: OVCAR-5. Synergy scores: CSS=31.5, Synergy_ZIP=-9.80, Synergy_Bliss=1.43, Synergy_Loewe=0.385, Synergy_HSA=3.87.